From a dataset of Full USPTO retrosynthesis dataset with 1.9M reactions from patents (1976-2016). Predict the reactants needed to synthesize the given product. (1) Given the product [OH:19][C:2]1[CH:11]=[CH:10][C:9]([N+:12]([O-:14])=[O:13])=[C:8]2[C:3]=1[CH2:4][CH2:5][N:6]([CH3:16])[C:7]2=[O:15], predict the reactants needed to synthesize it. The reactants are: F[C:2]1[CH:11]=[CH:10][C:9]([N+:12]([O-:14])=[O:13])=[C:8]2[C:3]=1[CH2:4][CH2:5][N:6]([CH3:16])[C:7]2=[O:15].CS(CCO)(=O)=[O:19].[H-].[Na+]. (2) Given the product [OH:10][C:11]1([CH:3]2[CH2:8][CH2:7][N:6]([CH3:9])[CH2:5][CH2:4]2)[C:20]2[CH:21]=[C:22]([S:25][CH2:26][C:27]([O:29][CH3:30])=[O:28])[CH:23]=[CH:24][C:19]=2[O:18][CH2:17][C:16]2[CH:15]=[CH:14][S:13][C:12]1=2, predict the reactants needed to synthesize it. The reactants are: [Mg].Cl[CH:3]1[CH2:8][CH2:7][N:6]([CH3:9])[CH2:5][CH2:4]1.[O:10]=[C:11]1[C:20]2[CH:21]=[C:22]([S:25][CH2:26][C:27]([O:29][CH3:30])=[O:28])[CH:23]=[CH:24][C:19]=2[O:18][CH2:17][C:16]2[CH:15]=[CH:14][S:13][C:12]1=2.[Cl-].[NH4+]. (3) The reactants are: FC(F)(F)C(O)=O.[CH2:8]([O:12][C:13]1[N:21]=[C:20]2[C:16]([N:17]=[C:18]([O:22][CH3:23])[NH:19]2)=[C:15]([NH2:24])[N:14]=1)[CH2:9][CH2:10][CH3:11].C(=O)([O-])[O-].[K+].[K+].[Br:31][CH2:32][CH2:33][CH2:34][CH2:35]Br. Given the product [Br:31][CH2:32][CH2:33][CH2:34][CH2:35][N:19]1[C:18]([O:22][CH3:23])=[N:17][C:16]2[C:20]1=[N:21][C:13]([O:12][CH2:8][CH2:9][CH2:10][CH3:11])=[N:14][C:15]=2[NH2:24], predict the reactants needed to synthesize it. (4) Given the product [N:22]([CH2:2][C:3]1[C:12]2[C:7](=[CH:8][C:9]([O:13][CH2:14][C:15]3[CH:20]=[CH:19][CH:18]=[CH:17][CH:16]=3)=[CH:10][CH:11]=2)[O:6][C:5](=[O:21])[CH:4]=1)=[N+:23]=[N-:24], predict the reactants needed to synthesize it. The reactants are: Cl[CH2:2][C:3]1[C:12]2[C:7](=[CH:8][C:9]([O:13][CH2:14][C:15]3[CH:20]=[CH:19][CH:18]=[CH:17][CH:16]=3)=[CH:10][CH:11]=2)[O:6][C:5](=[O:21])[CH:4]=1.[N-:22]=[N+:23]=[N-:24].[Na+]. (5) Given the product [ClH:32].[NH:19]1[CH2:20][CH2:21][CH:16]([C:14]2[N:15]3[N:7]=[C:8]4[C:4]([C:3]([C:2]([F:31])([F:30])[F:1])=[CH:11][CH:10]=[CH:9]4)=[C:5]3[NH:6][C:12](=[O:29])[CH:13]=2)[CH2:17][CH2:18]1, predict the reactants needed to synthesize it. The reactants are: [F:1][C:2]([F:31])([F:30])[C:3]1[C:4]2[C:8]([CH:9]=[CH:10][CH:11]=1)=[N:7][N:6]1[C:12](=[O:29])[CH:13]=[C:14]([CH:16]3[CH2:21][CH2:20][N:19](C(OC(C)(C)C)=O)[CH2:18][CH2:17]3)[NH:15][C:5]=21.[ClH:32]. (6) Given the product [Cl:1][C:2]1[CH:10]=[CH:9][CH:8]=[C:7]2[C:3]=1[C:4]([C:19](=[O:20])[C:18]([F:29])([F:28])[F:17])=[CH:5][N:6]2[CH2:11][CH:12]1[CH2:16][CH2:15][CH2:14][O:13]1, predict the reactants needed to synthesize it. The reactants are: [Cl:1][C:2]1[CH:10]=[CH:9][CH:8]=[C:7]2[C:3]=1[CH:4]=[CH:5][N:6]2[CH2:11][CH:12]1[CH2:16][CH2:15][CH2:14][O:13]1.[F:17][C:18]([F:29])([F:28])[C:19](O[C:19](=[O:20])[C:18]([F:29])([F:28])[F:17])=[O:20]. (7) The reactants are: [F:1][C:2]1[CH:3]=[C:4]([C:12]2[N:13]=[C:14]([NH:17][C:18](=[O:20])[CH3:19])[S:15][CH:16]=2)[CH:5]=[C:6]([C:8]([F:11])([F:10])[F:9])[CH:7]=1.C=O.C(OC(=O)C)(=O)C.C[C@@H]1CCCN1.[CH:36]([N:39]([CH:42]([CH3:44])[CH3:43])[CH2:40]C)([CH3:38])C. Given the product [F:1][C:2]1[CH:3]=[C:4]([C:12]2[N:13]=[C:14]([NH:17][C:18](=[O:20])[CH3:19])[S:15][C:16]=2[CH2:40][N:39]2[CH2:36][CH2:38][CH2:44][C@H:42]2[CH3:43])[CH:5]=[C:6]([C:8]([F:9])([F:11])[F:10])[CH:7]=1, predict the reactants needed to synthesize it. (8) Given the product [F:1][CH:2]([F:27])[C:3]1[CH:7]=[C:6]([CH:8]([F:10])[F:9])[N:5]([CH2:11][C:12]([N:14]2[CH2:19][CH2:18][CH:17]([C:20]3[S:21][CH:22]=[C:23]([CH:25]=[N:28][OH:29])[N:24]=3)[CH2:16][CH2:15]2)=[O:13])[N:4]=1, predict the reactants needed to synthesize it. The reactants are: [F:1][CH:2]([F:27])[C:3]1[CH:7]=[C:6]([CH:8]([F:10])[F:9])[N:5]([CH2:11][C:12]([N:14]2[CH2:19][CH2:18][CH:17]([C:20]3[S:21][CH:22]=[C:23]([CH:25]=O)[N:24]=3)[CH2:16][CH2:15]2)=[O:13])[N:4]=1.[NH2:28][OH:29]. (9) The reactants are: [CH2:1]([N:24]1[C:32](=[O:33])[C:31]2[N:30](CC=C)[C:29]([Cl:37])=[N:28][C:27]=2[N:26]([CH2:38][CH2:39][CH2:40][CH3:41])[C:25]1=[O:42])[CH2:2][CH2:3][CH2:4]N1C(=O)C2N(CC=C)C(Cl)=NC=2N(CCCC)C1=O.C(=O)([O-])[O-].[K+].[K+].ClCCCC[CH2:54][C:55]1[S:56][C:57]2[CH:63]=[CH:62][CH:61]=[CH:60][C:58]=2[N:59]=1.N1CCOCC1. Given the product [S:56]1[C:57]2[CH:63]=[CH:62][CH:61]=[CH:60][C:58]=2[N:59]=[C:55]1[CH2:54][CH2:4][CH2:3][CH2:2][CH2:1][N:24]1[C:32](=[O:33])[C:31]2[NH:30][C:29]([Cl:37])=[N:28][C:27]=2[N:26]([CH2:38][CH2:39][CH2:40][CH3:41])[C:25]1=[O:42], predict the reactants needed to synthesize it.